From a dataset of Full USPTO retrosynthesis dataset with 1.9M reactions from patents (1976-2016). Predict the reactants needed to synthesize the given product. (1) The reactants are: [CH2:1]([O:3][C:4](=[O:15])[C:5]1[CH:10]=[CH:9][C:8]([Cl:11])=[CH:7][C:6]=1[O:12][CH2:13][CH3:14])[CH3:2].[Br:16]Br. Given the product [CH2:1]([O:3][C:4](=[O:15])[C:5]1[CH:10]=[C:9]([Br:16])[C:8]([Cl:11])=[CH:7][C:6]=1[O:12][CH2:13][CH3:14])[CH3:2], predict the reactants needed to synthesize it. (2) Given the product [CH2:18]([S:19][C:2]1[CH:3]=[C:4]([O:10][CH3:11])[C:5]([O:8][CH3:9])=[N:6][CH:7]=1)[C:12]1[CH:17]=[CH:16][CH:15]=[CH:14][CH:13]=1, predict the reactants needed to synthesize it. The reactants are: Br[C:2]1[CH:3]=[C:4]([O:10][CH3:11])[C:5]([O:8][CH3:9])=[N:6][CH:7]=1.[C:12]1([CH2:18][SH:19])[CH:17]=[CH:16][CH:15]=[CH:14][CH:13]=1.C(N(C(C)C)C(C)C)C. (3) Given the product [Si:1]([O:8][CH2:9][CH2:10][NH:11][C:12]1[C:21]2[C:16](=[CH:17][CH:18]=[CH:19][N:20]=2)[N:15]=[CH:14][C:13]=1[NH2:22])([C:4]([CH3:7])([CH3:5])[CH3:6])([CH3:3])[CH3:2], predict the reactants needed to synthesize it. The reactants are: [Si:1]([O:8][CH2:9][CH2:10][NH:11][C:12]1[C:21]2[C:16](=[CH:17][CH:18]=[CH:19][N:20]=2)[N:15]=[CH:14][C:13]=1[N+:22]([O-])=O)([C:4]([CH3:7])([CH3:6])[CH3:5])([CH3:3])[CH3:2]. (4) Given the product [Cl:1][C:2]1[CH:3]=[C:4]2[C:8](=[CH:9][CH:10]=1)[N:7]([CH2:21][CH:22]([CH3:24])[CH3:23])[CH:6]=[C:5]2[C:11]([O:13][CH2:3][CH:4]([CH3:8])[CH3:5])=[O:12], predict the reactants needed to synthesize it. The reactants are: [Cl:1][C:2]1[CH:3]=[C:4]2[C:8](=[CH:9][CH:10]=1)[NH:7][CH:6]=[C:5]2[C:11]([OH:13])=[O:12].C([O-])([O-])=O.[K+].[K+].Br[CH2:21][CH:22]([CH3:24])[CH3:23]. (5) Given the product [OH:7][CH2:6][C:5]1[CH:8]=[CH:9][C:2]([C:14]2[C:13]([C:11]#[N:12])=[CH:18][CH:17]=[CH:16][CH:15]=2)=[C:3]([CH3:10])[CH:4]=1, predict the reactants needed to synthesize it. The reactants are: Br[C:2]1[CH:9]=[CH:8][C:5]([CH2:6][OH:7])=[CH:4][C:3]=1[CH3:10].[C:11]([C:13]1[CH:18]=[CH:17][CH:16]=[CH:15][C:14]=1OB(O)O)#[N:12].ClCCl.C(=O)([O-])[O-].[Na+].[Na+]. (6) Given the product [Br:1][C:2]1[CH:3]=[C:4]([C:13]2[N:17]([C:18]3[CH:19]=[N:20][C:21]([F:24])=[CH:22][CH:23]=3)[N:16]=[C:15]([C:25]([N:49]3[CH2:47][CH2:50][NH:51][C:52](=[O:54])[CH2:53]3)=[O:26])[CH:14]=2)[CH:5]=[C:6]([O:8][C:9]([F:11])([F:12])[F:10])[CH:7]=1, predict the reactants needed to synthesize it. The reactants are: [Br:1][C:2]1[CH:3]=[C:4]([C:13]2[N:17]([C:18]3[CH:19]=[N:20][C:21]([F:24])=[CH:22][CH:23]=3)[N:16]=[C:15]([C:25](O)=[O:26])[CH:14]=2)[CH:5]=[C:6]([O:8][C:9]([F:12])([F:11])[F:10])[CH:7]=1.ClC1C=C(C2N(C3C=CC=CN=3)N=C([C:47]([N:49]3[CH2:53][C:52](=[O:54])[NH:51][CH2:50]3)=O)C=2)C=C(F)C=1.O=C1CNCCN1. (7) Given the product [ClH:20].[O:1]1[CH2:6][CH2:5][O:4][CH2:3][CH:2]1[CH2:7][NH:8][CH3:9], predict the reactants needed to synthesize it. The reactants are: [O:1]1[CH2:6][CH2:5][O:4][CH2:3][CH:2]1[CH2:7][N:8](C)[C:9](=O)OCC1C=CC=CC=1.[ClH:20].